This data is from NCI-60 drug combinations with 297,098 pairs across 59 cell lines. The task is: Regression. Given two drug SMILES strings and cell line genomic features, predict the synergy score measuring deviation from expected non-interaction effect. (1) Drug 1: COC1=CC(=CC(=C1O)OC)C2C3C(COC3=O)C(C4=CC5=C(C=C24)OCO5)OC6C(C(C7C(O6)COC(O7)C8=CC=CS8)O)O. Drug 2: C(CCl)NC(=O)N(CCCl)N=O. Cell line: NCI-H460. Synergy scores: CSS=29.9, Synergy_ZIP=-3.41, Synergy_Bliss=-6.85, Synergy_Loewe=-13.0, Synergy_HSA=-4.34. (2) Drug 1: CCCCC(=O)OCC(=O)C1(CC(C2=C(C1)C(=C3C(=C2O)C(=O)C4=C(C3=O)C=CC=C4OC)O)OC5CC(C(C(O5)C)O)NC(=O)C(F)(F)F)O. Drug 2: C1C(C(OC1N2C=NC(=NC2=O)N)CO)O. Cell line: 786-0. Synergy scores: CSS=29.4, Synergy_ZIP=0.154, Synergy_Bliss=3.62, Synergy_Loewe=0.951, Synergy_HSA=2.71. (3) Drug 1: CN1C(=O)N2C=NC(=C2N=N1)C(=O)N. Drug 2: CC1=C(C=C(C=C1)C(=O)NC2=CC(=CC(=C2)C(F)(F)F)N3C=C(N=C3)C)NC4=NC=CC(=N4)C5=CN=CC=C5. Cell line: MCF7. Synergy scores: CSS=0.466, Synergy_ZIP=0.391, Synergy_Bliss=1.92, Synergy_Loewe=0.479, Synergy_HSA=-0.371. (4) Drug 1: C1=CC=C(C=C1)NC(=O)CCCCCCC(=O)NO. Drug 2: CC1CCCC2(C(O2)CC(NC(=O)CC(C(C(=O)C(C1O)C)(C)C)O)C(=CC3=CSC(=N3)C)C)C. Cell line: OVCAR-5. Synergy scores: CSS=65.0, Synergy_ZIP=6.52, Synergy_Bliss=5.35, Synergy_Loewe=-4.57, Synergy_HSA=6.00. (5) Drug 1: CC1C(C(=O)NC(C(=O)N2CCCC2C(=O)N(CC(=O)N(C(C(=O)O1)C(C)C)C)C)C(C)C)NC(=O)C3=C4C(=C(C=C3)C)OC5=C(C(=O)C(=C(C5=N4)C(=O)NC6C(OC(=O)C(N(C(=O)CN(C(=O)C7CCCN7C(=O)C(NC6=O)C(C)C)C)C)C(C)C)C)N)C. Drug 2: CC=C1C(=O)NC(C(=O)OC2CC(=O)NC(C(=O)NC(CSSCCC=C2)C(=O)N1)C(C)C)C(C)C. Cell line: ACHN. Synergy scores: CSS=14.2, Synergy_ZIP=-3.53, Synergy_Bliss=-1.79, Synergy_Loewe=-11.5, Synergy_HSA=-0.569. (6) Drug 1: CC(C)(C1=NC(=CC=C1)N2C3=NC(=NC=C3C(=O)N2CC=C)NC4=CC=C(C=C4)N5CCN(CC5)C)O. Drug 2: CCC1=C2N=C(C=C(N2N=C1)NCC3=C[N+](=CC=C3)[O-])N4CCCCC4CCO. Cell line: T-47D. Synergy scores: CSS=33.6, Synergy_ZIP=3.04, Synergy_Bliss=0.978, Synergy_Loewe=-4.14, Synergy_HSA=2.64. (7) Drug 1: COC1=C(C=C2C(=C1)N=CN=C2NC3=CC(=C(C=C3)F)Cl)OCCCN4CCOCC4. Drug 2: CC1=CC=C(C=C1)C2=CC(=NN2C3=CC=C(C=C3)S(=O)(=O)N)C(F)(F)F. Cell line: MCF7. Synergy scores: CSS=13.6, Synergy_ZIP=-3.84, Synergy_Bliss=-0.599, Synergy_Loewe=-1.05, Synergy_HSA=1.46.